From a dataset of Full USPTO retrosynthesis dataset with 1.9M reactions from patents (1976-2016). Predict the reactants needed to synthesize the given product. Given the product [Br:1][C:2]1[CH:3]=[C:4]2[C:9](=[CH:10][CH:11]=1)[C:8]([NH:16][CH:13]([CH3:15])[CH3:14])=[N:7][N:6]=[CH:5]2, predict the reactants needed to synthesize it. The reactants are: [Br:1][C:2]1[CH:3]=[C:4]2[C:9](=[CH:10][CH:11]=1)[C:8](Cl)=[N:7][N:6]=[CH:5]2.[CH:13]([NH2:16])([CH3:15])[CH3:14].